This data is from Reaction yield outcomes from USPTO patents with 853,638 reactions. The task is: Predict the reaction yield, written as a fraction of the theoretical maximum amount of product (1.0 means a 100% yield; for example, 0.34 means a 34% yield). (1) The reactants are [NH2:1][C:2]1[CH:7]=[CH:6][C:5]([C:8]2[N:9]([CH2:22][CH3:23])[C:10]3[C:15]([C:16]=2[C:17]#[N:18])=[CH:14][CH:13]=[C:12]([O:19][CH2:20][CH3:21])[CH:11]=3)=[CH:4][CH:3]=1.Cl[CH2:25][C:26]([N:28]=[C:29]=[O:30])=[O:27].C1CCN2C(=NCCC2)CC1. The catalyst is O1CCOCC1. The product is [O:30]=[C:29]1[NH:28][C:26](=[O:27])[CH2:25][N:1]1[C:2]1[CH:3]=[CH:4][C:5]([C:8]2[N:9]([CH2:22][CH3:23])[C:10]3[C:15]([C:16]=2[C:17]#[N:18])=[CH:14][CH:13]=[C:12]([O:19][CH2:20][CH3:21])[CH:11]=3)=[CH:6][CH:7]=1. The yield is 0.790. (2) The reactants are [O:1]=[C:2]([C:19]1[CH:24]=[CH:23][CH:22]=[CH:21][CH:20]=1)[CH2:3][CH2:4][C:5]1[CH:10]=[CH:9][CH:8]=[CH:7][C:6]=1[NH:11][C:12](=[O:18])[O:13][C:14]([CH3:17])([CH3:16])[CH3:15].CCCCCCCCCC.C(OO)(C)(C)C.NC1C=CC=CC=1. The catalyst is [I-].C([N+](CCCC)(CCCC)CCCC)CCC.C(OCC)(=O)C.CCCCCC.C(OCC)(=O)C.O. The product is [C:2]([CH:3]1[CH2:4][C:5]2[C:6](=[CH:7][CH:8]=[CH:9][CH:10]=2)[N:11]1[C:12]([O:13][C:14]([CH3:17])([CH3:15])[CH3:16])=[O:18])(=[O:1])[C:19]1[CH:24]=[CH:23][CH:22]=[CH:21][CH:20]=1. The yield is 0.760.